From a dataset of NCI-60 drug combinations with 297,098 pairs across 59 cell lines. Regression. Given two drug SMILES strings and cell line genomic features, predict the synergy score measuring deviation from expected non-interaction effect. (1) Drug 1: CN1CCC(CC1)COC2=C(C=C3C(=C2)N=CN=C3NC4=C(C=C(C=C4)Br)F)OC. Drug 2: C1=C(C(=O)NC(=O)N1)N(CCCl)CCCl. Cell line: HOP-92. Synergy scores: CSS=46.6, Synergy_ZIP=-2.23, Synergy_Bliss=3.81, Synergy_Loewe=5.27, Synergy_HSA=6.87. (2) Drug 1: CC(C1=C(C=CC(=C1Cl)F)Cl)OC2=C(N=CC(=C2)C3=CN(N=C3)C4CCNCC4)N. Drug 2: CC1=C2C(C(=O)C3(C(CC4C(C3C(C(C2(C)C)(CC1OC(=O)C(C(C5=CC=CC=C5)NC(=O)OC(C)(C)C)O)O)OC(=O)C6=CC=CC=C6)(CO4)OC(=O)C)O)C)O. Cell line: SK-MEL-5. Synergy scores: CSS=35.8, Synergy_ZIP=10.2, Synergy_Bliss=8.80, Synergy_Loewe=-29.1, Synergy_HSA=4.51. (3) Drug 1: C1CN1P(=S)(N2CC2)N3CC3. Drug 2: C#CCC(CC1=CN=C2C(=N1)C(=NC(=N2)N)N)C3=CC=C(C=C3)C(=O)NC(CCC(=O)O)C(=O)O. Cell line: SF-268. Synergy scores: CSS=34.0, Synergy_ZIP=1.18, Synergy_Bliss=-2.54, Synergy_Loewe=-3.44, Synergy_HSA=-1.94. (4) Drug 1: C1=CC(=CC=C1C#N)C(C2=CC=C(C=C2)C#N)N3C=NC=N3. Drug 2: C1=CC=C(C=C1)NC(=O)CCCCCCC(=O)NO. Cell line: SNB-19. Synergy scores: CSS=-4.96, Synergy_ZIP=-1.14, Synergy_Bliss=-4.43, Synergy_Loewe=-17.6, Synergy_HSA=-16.3. (5) Drug 1: C1=CC=C(C(=C1)C(C2=CC=C(C=C2)Cl)C(Cl)Cl)Cl. Drug 2: C1=CN(C=N1)CC(O)(P(=O)(O)O)P(=O)(O)O. Cell line: EKVX. Synergy scores: CSS=5.77, Synergy_ZIP=-1.41, Synergy_Bliss=0.998, Synergy_Loewe=1.59, Synergy_HSA=1.70.